Dataset: Catalyst prediction with 721,799 reactions and 888 catalyst types from USPTO. Task: Predict which catalyst facilitates the given reaction. (1) Reactant: C[O:2][C:3]1[CH:4]=[C:5]2[C:10](=[CH:11][CH:12]=1)[C:9](=[O:13])[N:8]([C:14]1[CH:19]=[CH:18][C:17]([C:20]([F:23])([F:22])[F:21])=[CH:16][CH:15]=1)[CH:7]=[C:6]2[C:24]1[CH:29]=[CH:28][C:27]([C:30]([F:33])([F:32])[F:31])=[CH:26][CH:25]=1.B(Br)(Br)Br. Product: [OH:2][C:3]1[CH:4]=[C:5]2[C:10](=[CH:11][CH:12]=1)[C:9](=[O:13])[N:8]([C:14]1[CH:15]=[CH:16][C:17]([C:20]([F:21])([F:22])[F:23])=[CH:18][CH:19]=1)[CH:7]=[C:6]2[C:24]1[CH:29]=[CH:28][C:27]([C:30]([F:33])([F:31])[F:32])=[CH:26][CH:25]=1. The catalyst class is: 2. (2) Reactant: [Mg].Br[CH2:3][CH2:4][CH2:5][CH2:6][CH2:7][CH2:8][CH2:9][CH2:10][CH2:11][CH2:12][CH3:13].Cl.[Cl:15][C:16]1[CH:21]=[CH:20][N:19]=[CH:18][CH:17]=1.Cl[C:23]([O:25][C:26]1[CH:31]=[CH:30][CH:29]=[CH:28][CH:27]=1)=[O:24]. Product: [Cl:15][C:16]1[CH:21]=[CH:20][N:19]([C:23]([O:25][C:26]2[CH:31]=[CH:30][CH:29]=[CH:28][CH:27]=2)=[O:24])[CH:18]([CH2:3][CH2:4][CH2:5][CH2:6][CH2:7][CH2:8][CH2:9][CH2:10][CH2:11][CH2:12][CH3:13])[CH:17]=1. The catalyst class is: 385. (3) Reactant: [BrH:1].[Cl:2][C:3]1[CH:8]=[CH:7][C:6]([N:9]2[CH:13]=[C:12]([C:14](=[O:16])[CH3:15])[N:11]=[C:10]2[C:17]2[CH:22]=[CH:21][C:20]([Cl:23])=[CH:19][C:18]=2[Cl:24])=[CH:5][CH:4]=1.BrBr.C(=O)(O)[O-].[Na+]. Product: [Br:1][CH2:15][C:14]([C:12]1[N:11]=[C:10]([C:17]2[CH:22]=[CH:21][C:20]([Cl:23])=[CH:19][C:18]=2[Cl:24])[N:9]([C:6]2[CH:7]=[CH:8][C:3]([Cl:2])=[CH:4][CH:5]=2)[CH:13]=1)=[O:16]. The catalyst class is: 15.